Dataset: Reaction yield outcomes from USPTO patents with 853,638 reactions. Task: Predict the reaction yield, written as a fraction of the theoretical maximum amount of product (1.0 means a 100% yield; for example, 0.34 means a 34% yield). The reactants are Br[C:2]1[N:16]([CH2:17][C:18]2[CH:23]=[CH:22][C:21]([F:24])=[CH:20][CH:19]=2)[C:5]2=[CH:6][N:7]=[C:8]([C:11]([O:13][CH2:14][CH3:15])=[O:12])[C:9]([OH:10])=[C:4]2[C:3]=1Br. The catalyst is C(O)C.[Pd]. The product is [F:24][C:21]1[CH:20]=[CH:19][C:18]([CH2:17][N:16]2[C:5]3=[CH:6][N:7]=[C:8]([C:11]([O:13][CH2:14][CH3:15])=[O:12])[C:9]([OH:10])=[C:4]3[CH:3]=[CH:2]2)=[CH:23][CH:22]=1. The yield is 0.980.